From a dataset of Forward reaction prediction with 1.9M reactions from USPTO patents (1976-2016). Predict the product of the given reaction. (1) Given the reactants C(N(CC)CC)C.C(O[C:12](=[O:14])[CH3:13])(=O)C.[CH2:15]([C:22]1([N:32]([CH3:34])[CH3:33])[CH2:31][CH2:30][C:25]2([CH2:29][CH2:28][NH:27][CH2:26]2)[CH2:24][CH2:23]1)[C:16]1[CH:21]=[CH:20][CH:19]=[CH:18][CH:17]=1, predict the reaction product. The product is: [CH2:15]([C:22]1([N:32]([CH3:33])[CH3:34])[CH2:31][CH2:30][C:25]2([CH2:29][CH2:28][N:27]([C:12](=[O:14])[CH3:13])[CH2:26]2)[CH2:24][CH2:23]1)[C:16]1[CH:17]=[CH:18][CH:19]=[CH:20][CH:21]=1. (2) Given the reactants [Cl:1][C:2]1[CH:3]=[C:4]([CH:23]=[CH:24][C:25]=1[Cl:26])[CH2:5][N:6]1[C:14]2[C:9](=[CH:10][C:11]([NH:15][C:16](=[O:18])[CH3:17])=[CH:12][CH:13]=2)[CH:8]=[C:7]1[C:19]([O:21]C)=[O:20].[I-].[Li+].Cl, predict the reaction product. The product is: [Cl:1][C:2]1[CH:3]=[C:4]([CH:23]=[CH:24][C:25]=1[Cl:26])[CH2:5][N:6]1[C:14]2[C:9](=[CH:10][C:11]([NH:15][C:16](=[O:18])[CH3:17])=[CH:12][CH:13]=2)[CH:8]=[C:7]1[C:19]([OH:21])=[O:20]. (3) Given the reactants [C:1]([C:3]1[C:7]([CH3:8])=[C:6]([C:9]2[CH:14]=[CH:13][N:12]=[CH:11][CH:10]=2)[NH:5][C:4]=1[C:15]1[CH:20]=[CH:19][N:18]=[CH:17][CH:16]=1)#[N:2].C([O-])(O)=[O:22].[Na+], predict the reaction product. The product is: [NH2:2][C:1]([C:3]1[C:7]([CH3:8])=[C:6]([C:9]2[CH:10]=[CH:11][N:12]=[CH:13][CH:14]=2)[NH:5][C:4]=1[C:15]1[CH:20]=[CH:19][N:18]=[CH:17][CH:16]=1)=[O:22].